This data is from hERG Central: cardiac toxicity at 1µM, 10µM, and general inhibition. The task is: Predict hERG channel inhibition at various concentrations. (1) The drug is CC(C)(CNC(=O)COc1ccccc1Cc1ccccc1)N1CCOCC1. Results: hERG_inhib (hERG inhibition (general)): blocker. (2) The compound is CC(C)n1cc(CN2CCC(C(=O)Nc3cccc(-c4cccc(Cl)c4)c3)CC2)cn1. Results: hERG_inhib (hERG inhibition (general)): blocker. (3) The drug is COc1ccc2c(c1)CC/C(=C/c1ccncc1)C2=O. Results: hERG_inhib (hERG inhibition (general)): blocker. (4) The molecule is O=C(CCc1nnc(-c2ccc3c(c2)OCO3)o1)N1CCC(c2ccc(F)cc2)C1. Results: hERG_inhib (hERG inhibition (general)): blocker.